This data is from Reaction yield outcomes from USPTO patents with 853,638 reactions. The task is: Predict the reaction yield, written as a fraction of the theoretical maximum amount of product (1.0 means a 100% yield; for example, 0.34 means a 34% yield). (1) The reactants are [Cl:1][C:2]1[CH:3]=[C:4]([C:9]2([C:16]#[N:17])[CH2:14][CH2:13][CH2:12][C:11](=[O:15])[CH2:10]2)[CH:5]=[CH:6][C:7]=1[Cl:8].[CH3:18]C#N.O. The catalyst is CO. The product is [NH2:17][CH2:16][C:9]1([C:4]2[CH:5]=[CH:6][C:7]([Cl:8])=[C:2]([Cl:1])[CH:3]=2)[CH2:14][CH2:13][CH2:12][C:11]([CH3:18])([OH:15])[CH2:10]1. The yield is 0.810. (2) The reactants are [CH3:1][O:2][C:3]1[CH:8]=[C:7]([O:9][C:10]([F:13])([F:12])[F:11])[CH:6]=[CH:5][C:4]=1[NH:14][C:15]1[CH:23]=[C:22]2[C:18]([C:19]([CH2:33][N:34](C)[C:35](=O)OC(C)(C)C)=[CH:20][N:21]2[S:24]([C:27]2[CH:28]=[N:29][CH:30]=[CH:31][CH:32]=2)(=[O:26])=[O:25])=[CH:17][CH:16]=1.[CH:43](O)=[O:44]. The catalyst is [O-2].[Zn+2]. The product is [CH3:1][O:2][C:3]1[CH:8]=[C:7]([O:9][C:10]([F:13])([F:11])[F:12])[CH:6]=[CH:5][C:4]=1[N:14]([C:15]1[CH:23]=[C:22]2[C:18]([C:19]([CH2:33][NH:34][CH3:35])=[CH:20][N:21]2[S:24]([C:27]2[CH:28]=[N:29][CH:30]=[CH:31][CH:32]=2)(=[O:26])=[O:25])=[CH:17][CH:16]=1)[CH:43]=[O:44]. The yield is 0.454. (3) The reactants are [NH2:1][C:2]1[N:7]=[CH:6][C:5]([CH2:8][OH:9])=[CH:4][CH:3]=1.[C:10]([O:14][C:15](O[C:15]([O:14][C:10]([CH3:13])([CH3:12])[CH3:11])=[O:16])=[O:16])([CH3:13])([CH3:12])[CH3:11]. The catalyst is C(O)(C)(C)C. The product is [C:10]([O:14][C:15]([NH:1][C:2]1[N:7]=[CH:6][C:5]([CH2:8][OH:9])=[CH:4][CH:3]=1)=[O:16])([CH3:13])([CH3:12])[CH3:11]. The yield is 0.770. (4) The reactants are C([O:3][C:4](=[O:36])[C:5]1[CH:10]=[CH:9][CH:8]=[C:7]([N:11]2[C:15]([CH3:16])=[CH:14][CH:13]=[C:12]2[C:17]2[CH:22]=[C:21]([S:23]([CH3:26])(=[O:25])=[O:24])[CH:20]=[CH:19][C:18]=2[O:27][CH2:28][C:29]2[CH:34]=[CH:33][C:32]([Cl:35])=[CH:31][CH:30]=2)[CH:6]=1)C.C(O)C. The catalyst is C(OCC)(=O)C. The product is [CH3:26][S:23]([C:21]1[CH:20]=[CH:19][C:18]([O:27][CH2:28][C:29]2[CH:30]=[CH:31][C:32]([Cl:35])=[CH:33][CH:34]=2)=[C:17]([C:12]2[N:11]([C:7]3[CH:6]=[C:5]([CH:10]=[CH:9][CH:8]=3)[C:4]([OH:36])=[O:3])[C:15]([CH3:16])=[CH:14][CH:13]=2)[CH:22]=1)(=[O:24])=[O:25]. The yield is 0.870. (5) The reactants are Cl.C(OC([N:9]1[CH2:13][CH2:12][C:11]([C:17](=[O:54])[NH:18][C:19]2[CH:20]=[C:21]3[C:25](=[CH:26][CH:27]=2)[N:24](C(C2C=CC=CC=2)(C2C=CC=CC=2)C2C=CC=CC=2)[N:23]=[C:22]3[C:47]2[CH:52]=[CH:51][C:50]([F:53])=[CH:49][CH:48]=2)([NH:14][CH:15]=[O:16])[CH2:10]1)=O)(C)(C)C. The catalyst is C(Cl)Cl. The product is [F:53][C:50]1[CH:51]=[CH:52][C:47]([C:22]2[C:21]3[C:25](=[CH:26][CH:27]=[C:19]([NH:18][C:17]([C:11]4([NH:14][CH:15]=[O:16])[CH2:12][CH2:13][NH:9][CH2:10]4)=[O:54])[CH:20]=3)[NH:24][N:23]=2)=[CH:48][CH:49]=1. The yield is 1.00. (6) The reactants are [Cl:1][C:2]1[C:11]2[C:6](=[CH:7][C:8]([O:14][CH2:15][CH:16]3[CH2:21][CH2:20][N:19]([CH3:22])[CH2:18][CH2:17]3)=[C:9]([O:12][CH3:13])[CH:10]=2)[N:5]=[CH:4][N:3]=1.[Br:23][C:24]1[CH:30]=[CH:29][C:27]([NH2:28])=[C:26]([F:31])[CH:25]=1.Cl. The catalyst is C(O)(C)C. The product is [ClH:1].[Br:23][C:24]1[CH:30]=[CH:29][C:27]([NH:28][C:2]2[C:11]3[C:6](=[CH:7][C:8]([O:14][CH2:15][CH:16]4[CH2:21][CH2:20][N:19]([CH3:22])[CH2:18][CH2:17]4)=[C:9]([O:12][CH3:13])[CH:10]=3)[N:5]=[CH:4][N:3]=2)=[C:26]([F:31])[CH:25]=1. The yield is 0.900. (7) The reactants are [Cl:1][C:2]1[C:3]([O:12][C:13]2[CH:18]=[C:17]([O:19][CH2:20][CH2:21][N:22]3[CH2:27][CH2:26][O:25][CH2:24][CH2:23]3)[CH:16]=[CH:15][C:14]=2[CH2:28][CH2:29][C:30](OCC)=[O:31])=[N:4][CH:5]=[C:6]([C:8]([F:11])([F:10])[F:9])[CH:7]=1.[H-].C([Al+]CC(C)C)C(C)C.CO.O. The catalyst is C(OCC)C.C1(C)C=CC=CC=1. The product is [Cl:1][C:2]1[C:3]([O:12][C:13]2[CH:18]=[C:17]([O:19][CH2:20][CH2:21][N:22]3[CH2:27][CH2:26][O:25][CH2:24][CH2:23]3)[CH:16]=[CH:15][C:14]=2[CH2:28][CH2:29][CH2:30][OH:31])=[N:4][CH:5]=[C:6]([C:8]([F:11])([F:9])[F:10])[CH:7]=1. The yield is 0.710. (8) The reactants are [CH3:1][O:2][C:3]1[CH:4]=[C:5]([C:9]2[NH:13][CH:12]=[N:11][CH:10]=2)[CH:6]=[CH:7][CH:8]=1.[H-].[Na+].[CH3:16][Si:17]([CH2:20][CH2:21][O:22][CH2:23]Cl)([CH3:19])[CH3:18]. No catalyst specified. The product is [CH3:1][O:2][C:3]1[CH:4]=[C:5]([C:9]2[N:13]([CH2:23][O:22][CH2:21][CH2:20][Si:17]([CH3:19])([CH3:18])[CH3:16])[CH:12]=[N:11][CH:10]=2)[CH:6]=[CH:7][CH:8]=1. The yield is 0.600.